From a dataset of hERG Central: cardiac toxicity at 1µM, 10µM, and general inhibition. Predict hERG channel inhibition at various concentrations. (1) Results: hERG_inhib (hERG inhibition (general)): blocker. The drug is CN(C)CCNC(C(=O)Nc1cccc(C(F)(F)F)c1)c1ccccc1.O=C(O)C(=O)O. (2) The drug is COc1ccc(C2c3ccc4ccccc4c3Oc3ncn(CCN4CCOCC4)c(=N)c32)cc1. Results: hERG_inhib (hERG inhibition (general)): blocker. (3) The drug is Cc1cccn2c(=O)c3cc(C(=O)NCc4ccc(F)cc4)c(=N)n(CC4CCCO4)c3nc12. Results: hERG_inhib (hERG inhibition (general)): blocker. (4) The molecule is CCOC(=O)c1nc2cc3n(c(C)c-2c1C)C(C)C(CC)=C3C.Cl. Results: hERG_inhib (hERG inhibition (general)): blocker.